Task: Predict which catalyst facilitates the given reaction.. Dataset: Catalyst prediction with 721,799 reactions and 888 catalyst types from USPTO (1) Reactant: [C:1]([CH2:4][CH2:5][CH2:6][C:7]1[CH:15]=[CH:14][CH:13]=[CH:12][C:8]=1[C:9]([OH:11])=[O:10])([OH:3])=O.CCN(C(C)C)C(C)C.CN(C(ON1N=NC2C=CC=NC1=2)=[N+](C)C)C.F[P-](F)(F)(F)(F)F.[CH2:49]([O:51][C:52](=[O:64])[C@H:53]([OH:63])[C@H:54]([NH2:62])[CH2:55][C:56]1[CH:61]=[CH:60][CH:59]=[CH:58][CH:57]=1)[CH3:50]. Product: [CH2:55]([C@@H:54]([NH:62][C:1]([CH2:4][CH2:5][CH2:6][C:7]1[CH:15]=[CH:14][CH:13]=[CH:12][C:8]=1[C:9]([OH:11])=[O:10])=[O:3])[C@H:53]([C:52]([O:51][CH2:49][CH3:50])=[O:64])[OH:63])[C:56]1[CH:61]=[CH:60][CH:59]=[CH:58][CH:57]=1. The catalyst class is: 2. (2) Reactant: C(Cl)(=O)C(Cl)=O.CS(C)=O.[CH2:11]([O:18][C@H:19]1[CH2:23][N:22]([C:24]([O:26][C:27]([CH3:30])([CH3:29])[CH3:28])=[O:25])[C@H:21]([CH2:31][OH:32])[CH2:20]1)[C:12]1[CH:17]=[CH:16][CH:15]=[CH:14][CH:13]=1.C(N(CC)CC)C. Product: [CH2:11]([O:18][C@H:19]1[CH2:23][N:22]([C:24]([O:26][C:27]([CH3:28])([CH3:29])[CH3:30])=[O:25])[C@H:21]([CH:31]=[O:32])[CH2:20]1)[C:12]1[CH:17]=[CH:16][CH:15]=[CH:14][CH:13]=1. The catalyst class is: 4. (3) Reactant: [Cl:1][C:2]1[CH:21]=[CH:20][C:19]([CH2:22][O:23][CH2:24][CH2:25][OH:26])=[CH:18][C:3]=1[C:4]([NH:6][CH2:7][C:8]12[CH2:17][CH:12]3[CH2:13][CH:14]([CH2:16][CH:10]([CH2:11]3)[CH2:9]1)[CH2:15]2)=[O:5].C(N(CC)CC)C.[CH3:34][S:35](Cl)(=[O:37])=[O:36].Cl. Product: [Cl:1][C:2]1[CH:21]=[CH:20][C:19]([CH2:22][O:23][CH2:24][CH2:25][O:26][S:35]([CH3:34])(=[O:37])=[O:36])=[CH:18][C:3]=1[C:4]([NH:6][CH2:7][C:8]12[CH2:15][CH:14]3[CH2:13][CH:12]([CH2:11][CH:10]([CH2:16]3)[CH2:9]1)[CH2:17]2)=[O:5]. The catalyst class is: 4. (4) The catalyst class is: 20. Product: [C:1]1([C:7]2[C:11]([C:12]([F:15])([F:14])[F:13])=[C:10]([C:16]3[S:17][C:18]4[C:28]5[C:23](=[CH:24][C:25]([CH:29]=[O:32])=[CH:26][CH:27]=5)[CH2:22][CH2:21][C:19]=4[N:20]=3)[O:9][N:8]=2)[CH:6]=[CH:5][CH:4]=[CH:3][CH:2]=1. Reactant: [C:1]1([C:7]2[C:11]([C:12]([F:15])([F:14])[F:13])=[C:10]([C:16]3[S:17][C:18]4[C:28]5[C:23](=[CH:24][C:25]([CH:29]([OH:32])CO)=[CH:26][CH:27]=5)[CH2:22][CH2:21][C:19]=4[N:20]=3)[O:9][N:8]=2)[CH:6]=[CH:5][CH:4]=[CH:3][CH:2]=1.I([O-])(=O)(=O)=O.[Na+]. (5) Reactant: Br.[Br:2][CH2:3][CH2:4][NH2:5].[CH3:6][C:7]([O:10][C:11](O[C:11]([O:10][C:7]([CH3:9])([CH3:8])[CH3:6])=[O:12])=[O:12])([CH3:9])[CH3:8]. Product: [Br:2][CH2:3][CH2:4][NH:5][C:11](=[O:12])[O:10][C:7]([CH3:9])([CH3:8])[CH3:6]. The catalyst class is: 2. (6) Reactant: [CH3:1][C:2]1([CH3:11])[O:6][CH:5]([C:7](OC)=[O:8])[CH2:4][O:3]1.[CH3:12][NH2:13]. Product: [CH3:12][NH:13][C:7]([CH:5]1[CH2:4][O:3][C:2]([CH3:11])([CH3:1])[O:6]1)=[O:8]. The catalyst class is: 88. (7) Reactant: Cl[Si:2]([CH:5]1[C:13]2[C:8](=[CH:9][CH:10]=[CH:11][CH:12]=2)[CH:7]=[C:6]1[CH:14]1[CH2:16][CH2:15]1)([CH3:4])[CH3:3].[C:17]([NH2:21])([CH3:20])([CH3:19])[CH3:18]. Product: [C:17]([NH:21][Si:2]([CH:5]1[C:13]2[C:8](=[CH:9][CH:10]=[CH:11][CH:12]=2)[CH:7]=[C:6]1[CH:14]1[CH2:16][CH2:15]1)([CH3:4])[CH3:3])([CH3:20])([CH3:19])[CH3:18]. The catalyst class is: 1.